Dataset: Forward reaction prediction with 1.9M reactions from USPTO patents (1976-2016). Task: Predict the product of the given reaction. Given the reactants [Br:1][C:2]1[N:7]=[CH:6][C:5]([OH:8])=[CH:4][CH:3]=1.[CH3:9][O:10][C:11]1[CH:16]=[CH:15][C:14]([CH2:17]Cl)=[CH:13][CH:12]=1.C([O-])([O-])=O.[K+].[K+].CN(C=O)C, predict the reaction product. The product is: [Br:1][C:2]1[CH:3]=[CH:4][C:5]([O:8][CH2:17][C:14]2[CH:15]=[CH:16][C:11]([O:10][CH3:9])=[CH:12][CH:13]=2)=[CH:6][N:7]=1.